Dataset: Forward reaction prediction with 1.9M reactions from USPTO patents (1976-2016). Task: Predict the product of the given reaction. (1) Given the reactants C(OC(=O)[NH:7][C:8]1[CH:13]=[CH:12][C:11]([C:14]2[CH:19]=[CH:18][C:17]([F:20])=[CH:16][CH:15]=2)=[CH:10][C:9]=1[NH:21][C:22](=[O:37])[CH2:23][C:24]([C:26]1[CH:31]=[CH:30][N:29]=[C:28]([N:32]2[CH:36]=[CH:35][N:34]=[CH:33]2)[CH:27]=1)=O)(C)(C)C.C(O)(C(F)(F)F)=O, predict the reaction product. The product is: [F:20][C:17]1[CH:18]=[CH:19][C:14]([C:11]2[CH:12]=[CH:13][C:8]3[N:7]=[C:24]([C:26]4[CH:31]=[CH:30][N:29]=[C:28]([N:32]5[CH:36]=[CH:35][N:34]=[CH:33]5)[CH:27]=4)[CH2:23][C:22](=[O:37])[NH:21][C:9]=3[CH:10]=2)=[CH:15][CH:16]=1. (2) Given the reactants [CH3:1][O:2][C:3](=[O:21])[C:4]1[CH:9]=[C:8]([N:10]2[CH2:15][CH2:14][S:13][CH2:12][CH2:11]2)[C:7]([C:16]([F:19])([F:18])[F:17])=[CH:6][C:5]=1[NH2:20].[C:22](Cl)(Cl)=[O:23], predict the reaction product. The product is: [CH3:1][O:2][C:3](=[O:21])[C:4]1[CH:9]=[C:8]([N:10]2[CH2:15][CH2:14][S:13][CH2:12][CH2:11]2)[C:7]([C:16]([F:17])([F:18])[F:19])=[CH:6][C:5]=1[N:20]=[C:22]=[O:23]. (3) Given the reactants [Br:1][C:2]1[CH:7]=[CH:6][C:5]([C:8]([C:10]([C:12]2[CH:17]=[CH:16][C:15]([Br:18])=[CH:14][CH:13]=2)=O)=O)=[CH:4][CH:3]=1.[C:19]1([C:41]2[CH:46]=[CH:45][CH:44]=[CH:43][CH:42]=2)[CH:24]=[CH:23][CH:22]=[C:21]([CH2:25][C:26](=[O:40])[CH2:27][C:28]2[CH:29]=[C:30]([C:34]3[CH:39]=[CH:38][CH:37]=[CH:36][CH:35]=3)[CH:31]=[CH:32][CH:33]=2)[CH:20]=1.[OH-].C([N+](CCCC)(CCCC)CCCC)CCC.O, predict the reaction product. The product is: [C:30]1([C:34]2[CH:39]=[CH:38][CH:37]=[CH:36][CH:35]=2)[CH:31]=[CH:32][CH:33]=[C:28]([C:27]2[C:26](=[O:40])[C:25]([C:21]3[CH:20]=[C:19]([C:41]4[CH:42]=[CH:43][CH:44]=[CH:45][CH:46]=4)[CH:24]=[CH:23][CH:22]=3)=[C:8]([C:5]3[CH:6]=[CH:7][C:2]([Br:1])=[CH:3][CH:4]=3)[C:10]=2[C:12]2[CH:17]=[CH:16][C:15]([Br:18])=[CH:14][CH:13]=2)[CH:29]=1. (4) Given the reactants [CH3:1][O:2][C:3]1[C:4]([CH3:33])=[C:5]([C:24]([O:31][CH3:32])=[C:25]([O:29][CH3:30])[C:26]=1[O:27][CH3:28])[CH2:6][C:7]1[C:8]([O:16]CC2C=CC=CC=2)=[C:9]([CH:13]=[CH:14][CH:15]=1)[C:10]([OH:12])=[O:11].[H][H], predict the reaction product. The product is: [CH3:1][O:2][C:3]1[C:4]([CH3:33])=[C:5]([C:24]([O:31][CH3:32])=[C:25]([O:29][CH3:30])[C:26]=1[O:27][CH3:28])[CH2:6][C:7]1[C:8]([OH:16])=[C:9]([CH:13]=[CH:14][CH:15]=1)[C:10]([OH:12])=[O:11]. (5) Given the reactants C[Al](C)C.[F:5][C:6]([F:10])([F:9])[CH2:7][NH2:8].C[O:12][C:13](=O)[C:14]1[CH:19]=[CH:18][C:17]([O:20][CH2:21][C:22]2[C:23]([C:28]3[CH:33]=[CH:32][C:31]([Cl:34])=[CH:30][CH:29]=3)=[N:24][O:25][C:26]=2[CH3:27])=[N:16][CH:15]=1.O, predict the reaction product. The product is: [Cl:34][C:31]1[CH:30]=[CH:29][C:28]([C:23]2[C:22]([CH2:21][O:20][C:17]3[CH:18]=[CH:19][C:14]([C:13]([NH:8][CH2:7][C:6]([F:10])([F:9])[F:5])=[O:12])=[CH:15][N:16]=3)=[C:26]([CH3:27])[O:25][N:24]=2)=[CH:33][CH:32]=1. (6) The product is: [Cl:11][C:12]1[CH:17]=[CH:16][C:15]([C:18]2([C:9]3[CH:8]=[CH:7][C:6]4[O:1][CH2:2][CH2:3][O:4][C:5]=4[CH:10]=3)[CH2:19][CH2:20][NH:21][CH2:22][CH2:23]2)=[CH:14][CH:13]=1. Given the reactants [O:1]1[C:6]2[CH:7]=[CH:8][CH:9]=[CH:10][C:5]=2[O:4][CH2:3][CH2:2]1.[Cl:11][C:12]1[CH:17]=[CH:16][C:15]([C:18]2(O)[CH2:23][CH2:22][NH:21][CH2:20][CH2:19]2)=[CH:14][CH:13]=1, predict the reaction product.